Dataset: Forward reaction prediction with 1.9M reactions from USPTO patents (1976-2016). Task: Predict the product of the given reaction. Given the reactants [F:1][C:2]([F:36])([F:35])[C:3]1[CH:4]=[C:5]([C:13]([CH3:34])([CH3:33])[C:14]([N:16]([C:18]2[CH:19]=[N:20][C:21](Cl)=[CH:22][C:23]=2[C:24]2[CH:29]=[CH:28][C:27]([F:30])=[CH:26][C:25]=2[CH3:31])[CH3:17])=[O:15])[CH:6]=[C:7]([C:9]([F:12])([F:11])[F:10])[CH:8]=1.[C:37]1(=[O:47])[NH:42][CH2:41][CH2:40][N:39]2[CH2:43][CH2:44][NH:45][CH2:46][CH:38]12.C(=O)([O-])[O-].[K+].[K+], predict the reaction product. The product is: [F:1][C:2]([F:36])([F:35])[C:3]1[CH:4]=[C:5]([C:13]([CH3:34])([CH3:33])[C:14]([N:16]([C:18]2[CH:19]=[N:20][C:21]([N:45]3[CH2:44][CH2:43][N:39]4[CH2:40][CH2:41][NH:42][C:37](=[O:47])[CH:38]4[CH2:46]3)=[CH:22][C:23]=2[C:24]2[CH:29]=[CH:28][C:27]([F:30])=[CH:26][C:25]=2[CH3:31])[CH3:17])=[O:15])[CH:6]=[C:7]([C:9]([F:12])([F:11])[F:10])[CH:8]=1.